Predict the reaction yield, written as a fraction of the theoretical maximum amount of product (1.0 means a 100% yield; for example, 0.34 means a 34% yield). From a dataset of Reaction yield outcomes from USPTO patents with 853,638 reactions. (1) The reactants are [I:1][C:2]1[CH:3]=[C:4]([OH:8])[CH:5]=[CH:6][CH:7]=1.Br[CH2:10][C:11]([O:13][CH2:14]C)=[O:12].C(=O)([O-])[O-].[K+].[K+].O. The catalyst is CC(C)=O. The product is [I:1][C:2]1[CH:3]=[C:4]([CH:5]=[CH:6][CH:7]=1)[O:8][CH2:10][C:11]([O:13][CH3:14])=[O:12]. The yield is 0.990. (2) The reactants are [OH-].[Li+].[CH:3]1([C@H:9]([NH:14][C:15]([C:17]2[CH:22]=[CH:21][C:20]([C:23]3[CH:28]=[CH:27][C:26]([O:29][CH3:30])=[C:25]([F:31])[CH:24]=3)=[CH:19][C:18]=2[NH:32][C:33]([NH:35][C:36]2[C:41]([CH3:42])=[CH:40][C:39]([CH3:43])=[CH:38][C:37]=2[CH3:44])=[O:34])=[O:16])[C:10]([O:12]C)=[O:11])[CH2:8][CH2:7][CH2:6][CH2:5][CH2:4]1.CO.O. The catalyst is C1COCC1.CCCCCC.C(OCC)(=O)C. The product is [CH:3]1([C@H:9]([NH:14][C:15]([C:17]2[CH:22]=[CH:21][C:20]([C:23]3[CH:28]=[CH:27][C:26]([O:29][CH3:30])=[C:25]([F:31])[CH:24]=3)=[CH:19][C:18]=2[NH:32][C:33]([NH:35][C:36]2[C:37]([CH3:44])=[CH:38][C:39]([CH3:43])=[CH:40][C:41]=2[CH3:42])=[O:34])=[O:16])[C:10]([OH:12])=[O:11])[CH2:8][CH2:7][CH2:6][CH2:5][CH2:4]1. The yield is 0.430. (3) The product is [CH3:19][O:20][C:21](=[O:30])[CH:22]([N:7]1[C:2](=[O:1])[CH:3]=[C:4]([O:8][C:9]2[CH:16]=[CH:15][CH:14]=[CH:13][C:10]=2[C:11]#[N:12])[CH:5]=[N:6]1)[CH2:23][CH:24]1[CH2:25][CH2:26][CH2:27][CH2:28]1. The yield is 0.630. The reactants are [O:1]=[C:2]1[NH:7][N:6]=[CH:5][C:4]([O:8][C:9]2[CH:16]=[CH:15][CH:14]=[CH:13][C:10]=2[C:11]#[N:12])=[CH:3]1.[H-].[Na+].[CH3:19][O:20][C:21](=[O:30])[CH:22](Br)[CH2:23][CH:24]1[CH2:28][CH2:27][CH2:26][CH2:25]1. The catalyst is O1CCCC1. (4) The reactants are [H-].[H-].[H-].[H-].[Li+].[Al+3].[F:7][C:8]1[CH:13]=[CH:12][C:11]([C:14]2[CH:15]=[N:16][O:17][C:18]=2[C:19](OCC)=[O:20])=[CH:10][CH:9]=1. The catalyst is O1CCCC1. The product is [F:7][C:8]1[CH:9]=[CH:10][C:11]([C:14]2[CH:15]=[N:16][O:17][C:18]=2[CH2:19][OH:20])=[CH:12][CH:13]=1. The yield is 0.460. (5) The reactants are O.[NH2:2][NH2:3].F[C:5]1[CH:12]=[C:11]([N:13]2[CH2:17][CH2:16][N:15]([C:18]3[CH:19]=[N:20][CH:21]=[CH:22][C:23]=3[CH3:24])[C:14]2=[O:25])[CH:10]=[CH:9][C:6]=1[C:7]#[N:8].CO. The catalyst is C(Cl)(Cl)Cl. The product is [NH2:8][C:7]1[C:6]2[C:5](=[CH:12][C:11]([N:13]3[CH2:17][CH2:16][N:15]([C:18]4[CH:19]=[N:20][CH:21]=[CH:22][C:23]=4[CH3:24])[C:14]3=[O:25])=[CH:10][CH:9]=2)[NH:3][N:2]=1. The yield is 0.176. (6) The reactants are [Br:1][C:2]1[CH:3]=[C:4]([CH:8]=[CH:9][CH:10]=1)[C:5]([OH:7])=O.C(N(C(C)C)C(C)C)C.[NH2:20][C:21]1[C:22]([C:32]([O:34][CH3:35])=[O:33])=[N:23][N:24]([CH:26]2[CH2:31][CH2:30][O:29][CH2:28][CH2:27]2)[CH:25]=1.ClP(N1CCOC1=O)(N1CCOC1=O)=O. The catalyst is C(Cl)Cl. The product is [CH3:35][O:34][C:32]([C:22]1[C:21]([NH:20][C:5](=[O:7])[C:4]2[CH:8]=[CH:9][CH:10]=[C:2]([Br:1])[CH:3]=2)=[CH:25][N:24]([CH:26]2[CH2:31][CH2:30][O:29][CH2:28][CH2:27]2)[N:23]=1)=[O:33]. The yield is 1.00. (7) The reactants are [NH2:1][C:2]1[CH:3]=[C:4]([CH:7]=[CH:8][CH:9]=1)[C:5]#[N:6].[CH3:10][C:11]1([CH3:24])[O:23][C:15]2[C:16]([CH3:22])=[N:17][CH:18]=[C:19]([CH:20]=O)[C:14]=2[CH2:13][O:12]1. No catalyst specified. The product is [CH3:10][C:11]1([CH3:24])[O:23][C:15]2=[C:16]([CH3:22])[N:17]=[CH:18][C:19]([CH2:20][NH:1][C:2]3[CH:3]=[C:4]([CH:7]=[CH:8][CH:9]=3)[C:5]#[N:6])=[C:14]2[CH2:13][O:12]1. The yield is 0.200. (8) The reactants are Br[C:2]1[C:3]2[C:4]3[CH:18]=[CH:17][S:16][C:5]=3[C:6](=[O:15])[NH:7][C:8]=2[C:9]([CH3:14])=[CH:10][C:11]=1[O:12][CH3:13].[C:19]([O:23][C:24](=[O:44])[NH:25][CH2:26][C@H:27]([C:29]1[CH:34]=[CH:33][C:32](B2OC(C)(C)C(C)(C)O2)=[CH:31][CH:30]=1)[CH3:28])([CH3:22])([CH3:21])[CH3:20]. No catalyst specified. The product is [CH3:13][O:12][C:11]1[CH:10]=[C:9]([CH3:14])[C:8]2[NH:7][C:6](=[O:15])[C:5]3[S:16][CH:17]=[CH:18][C:4]=3[C:3]=2[C:2]=1[C:32]1[CH:31]=[CH:30][C:29]([C@H:27]([CH3:28])[CH2:26][NH:25][C:24](=[O:44])[O:23][C:19]([CH3:21])([CH3:20])[CH3:22])=[CH:34][CH:33]=1. The yield is 0.620. (9) The reactants are [C:1]([N:4]1[C:13]2[C:8](=[CH:9][C:10](Br)=[CH:11][CH:12]=2)[C@H:7]([NH:15][C:16](=[O:22])[O:17][C:18]([CH3:21])([CH3:20])[CH3:19])[CH2:6][C@@H:5]1[CH3:23])(=[O:3])[CH3:2].[B:24]1([B:24]2[O:28][C:27]([CH3:30])([CH3:29])[C:26]([CH3:32])([CH3:31])[O:25]2)[O:28][C:27]([CH3:30])([CH3:29])[C:26]([CH3:32])([CH3:31])[O:25]1.C([O-])(=O)C.[K+]. The catalyst is O1CCOCC1.C1C=CC(P(C2C=CC=CC=2)[C-]2C=CC=C2)=CC=1.C1C=CC(P(C2C=CC=CC=2)[C-]2C=CC=C2)=CC=1.Cl[Pd]Cl.[Fe+2]. The product is [C:1]([N:4]1[C:13]2[C:8](=[CH:9][C:10]([B:24]3[O:28][C:27]([CH3:30])([CH3:29])[C:26]([CH3:32])([CH3:31])[O:25]3)=[CH:11][CH:12]=2)[C@H:7]([NH:15][C:16](=[O:22])[O:17][C:18]([CH3:21])([CH3:20])[CH3:19])[CH2:6][C@@H:5]1[CH3:23])(=[O:3])[CH3:2]. The yield is 0.950.